From a dataset of Forward reaction prediction with 1.9M reactions from USPTO patents (1976-2016). Predict the product of the given reaction. (1) Given the reactants [F:1][C:2]1[CH:7]=[CH:6][C:5]([CH:8]2[CH2:12][N:11]([S:13]([C:16]3[N:17]=[CH:18][N:19]([CH3:21])[CH:20]=3)(=[O:15])=[O:14])[CH2:10][C:9]2=O)=[CH:4][CH:3]=1.[CH2:23]([Mg]Br)[C:24]1[CH:29]=[CH:28][CH:27]=[CH:26][CH:25]=1, predict the reaction product. The product is: [CH2:23]([CH:9]1[CH:8]([C:5]2[CH:6]=[CH:7][C:2]([F:1])=[CH:3][CH:4]=2)[CH2:12][N:11]([S:13]([C:16]2[N:17]=[CH:18][N:19]([CH3:21])[CH:20]=2)(=[O:15])=[O:14])[CH2:10]1)[C:24]1[CH:29]=[CH:28][CH:27]=[CH:26][CH:25]=1. (2) Given the reactants [Cl:1][C:2]1[CH:3]=[CH:4][C:5]([NH:8][C:9](=[O:30])[C:10]2[CH:15]=[CH:14][CH:13]=[CH:12][C:11]=2[NH:16][CH2:17][CH:18]2[CH2:23][CH2:22][N:21]([C:24]3[CH:29]=[CH:28][N:27]=[CH:26][CH:25]=3)[CH2:20][CH2:19]2)=[N:6][CH:7]=1.[CH2:31]=O, predict the reaction product. The product is: [Cl:1][C:2]1[CH:3]=[CH:4][C:5]([NH:8][C:9](=[O:30])[C:10]2[CH:15]=[CH:14][CH:13]=[CH:12][C:11]=2[N:16]([CH3:31])[CH2:17][CH:18]2[CH2:19][CH2:20][N:21]([C:24]3[CH:25]=[CH:26][N:27]=[CH:28][CH:29]=3)[CH2:22][CH2:23]2)=[N:6][CH:7]=1. (3) Given the reactants [Cl:1][C:2]1[C:7]([I:8])=[CH:6][N:5]=[C:4](N)[CH:3]=1.[C:10](O)(C(F)(F)F)=[O:11].N(OC(C)(C)C)=O, predict the reaction product. The product is: [Cl:1][C:2]1[C:7]([I:8])=[CH:6][N:5]=[C:4]([O:11][CH3:10])[CH:3]=1. (4) Given the reactants [CH3:1][C:2]1[C:6]([CH3:7])=[C:5]([NH:8][C:9](=[O:16])OCC(Cl)(Cl)Cl)[O:4][N:3]=1.[CH3:17][C:18]1[S:22][C:21]([N:23]2[CH2:28][CH2:27][NH:26][CH2:25][CH2:24]2)=[N:20][C:19]=1[C:29]1[CH:34]=[CH:33][CH:32]=[CH:31][CH:30]=1.C(N(C(C)C)CC)(C)C.O, predict the reaction product. The product is: [CH3:1][C:2]1[C:6]([CH3:7])=[C:5]([NH:8][C:9]([N:26]2[CH2:27][CH2:28][N:23]([C:21]3[S:22][C:18]([CH3:17])=[C:19]([C:29]4[CH:34]=[CH:33][CH:32]=[CH:31][CH:30]=4)[N:20]=3)[CH2:24][CH2:25]2)=[O:16])[O:4][N:3]=1. (5) Given the reactants Cl[C:2](Cl)(Cl)[CH:3]([OH:5])O.S([O-])([O-])(=O)=O.[Na+].[Na+].[F:15][C:16]1[CH:17]=[C:18]([CH:20]=[CH:21][CH:22]=1)[NH2:19].Cl.Cl.[NH2:25][OH:26], predict the reaction product. The product is: [F:15][C:16]1[CH:17]=[C:18]([NH:19][C:3](=[O:5])[CH:2]=[N:25][OH:26])[CH:20]=[CH:21][CH:22]=1. (6) The product is: [CH2:1]([N:9]1[CH2:22][CH2:21][C:20]2[C:19]3[C:18]([O:23][C:24]4[CH:29]=[CH:28][CH:27]=[CH:26][CH:25]=4)=[CH:17][CH:16]=[CH:15][C:14]=3[NH:13][C:12]=2[CH2:11][CH2:10]1)[C:2]1[CH:3]=[CH:4][CH:5]=[CH:6][CH:7]=1. Given the reactants [C:1]([N:9]1[CH2:22][CH2:21][C:20]2[C:19]3[C:18]([O:23][C:24]4[CH:29]=[CH:28][CH:27]=[CH:26][CH:25]=4)=[CH:17][CH:16]=[CH:15][C:14]=3[NH:13][C:12]=2[CH2:11][CH2:10]1)(=O)[C:2]1[CH:7]=[CH:6][CH:5]=[CH:4][CH:3]=1.[H-].[Al+3].[Li+].[H-].[H-].[H-], predict the reaction product. (7) Given the reactants [CH2:1]([C:3]1[C:11]2[C:10](=[O:12])[CH2:9][C:8]([CH3:14])([CH3:13])[CH2:7][C:6]=2[N:5]([C:15]2[CH:23]=[CH:22][C:18]([C:19]([NH2:21])=[O:20])=[C:17]([NH:24][C@H:25]3[CH2:30][CH2:29][CH2:28][CH2:27][C@@H:26]3[OH:31])[CH:16]=2)[N:4]=1)[CH3:2].[C:32]([NH:39][CH2:40][C:41](O)=[O:42])([O:34][C:35]([CH3:38])([CH3:37])[CH3:36])=[O:33].Cl.C(N=C=NCCCN(C)C)C, predict the reaction product. The product is: [C:35]([O:34][C:32]([NH:39][CH2:40][C:41]([O:31][C@H:26]1[CH2:27][CH2:28][CH2:29][CH2:30][C@@H:25]1[NH:24][C:17]1[CH:16]=[C:15]([N:5]2[C:6]3[CH2:7][C:8]([CH3:14])([CH3:13])[CH2:9][C:10](=[O:12])[C:11]=3[C:3]([CH2:1][CH3:2])=[N:4]2)[CH:23]=[CH:22][C:18]=1[C:19](=[O:20])[NH2:21])=[O:42])=[O:33])([CH3:38])([CH3:37])[CH3:36]. (8) Given the reactants [I:1][C:2]1[C:10]2[N:9]=[N:8][N:7]([C:11]3[CH:16]=[CH:15][N:14]=[C:13](S(C)=O)[N:12]=3)[C:6]=2[CH:5]=[CH:4][CH:3]=1.[CH3:20][S:21]([N:24]1[CH2:29][CH2:28][CH:27]([NH2:30])[CH2:26][CH2:25]1)(=[O:23])=[O:22], predict the reaction product. The product is: [I:1][C:2]1[C:10]2[N:9]=[N:8][N:7]([C:11]3[CH:16]=[CH:15][N:14]=[C:13]([NH:30][CH:27]4[CH2:28][CH2:29][N:24]([S:21]([CH3:20])(=[O:23])=[O:22])[CH2:25][CH2:26]4)[N:12]=3)[C:6]=2[CH:5]=[CH:4][CH:3]=1. (9) Given the reactants [H-].[Al+3].[Li+].[H-].[H-].[H-].[C:7]([O:11][C:12](=[O:21])[NH:13][C@@H:14]([CH2:17][N:18]=[N+]=[N-])[CH2:15][CH3:16])([CH3:10])([CH3:9])[CH3:8].[OH-].[Na+].O, predict the reaction product. The product is: [C:7]([O:11][C:12](=[O:21])[NH:13][C@@H:14]([CH2:17][NH2:18])[CH2:15][CH3:16])([CH3:8])([CH3:9])[CH3:10]. (10) The product is: [NH2:22][CH2:21][CH2:20][NH:23][C:2]1[CH:7]=[CH:6][C:5]([C:8]2[N:9]=[C:10]3[CH:15]=[CH:14][C:13]([CH3:16])=[CH:12][N:11]3[C:17]=2[CH2:18][OH:19])=[CH:4][CH:3]=1. Given the reactants I[C:2]1[CH:7]=[CH:6][C:5]([C:8]2[N:9]=[C:10]3[CH:15]=[CH:14][C:13]([CH3:16])=[CH:12][N:11]3[C:17]=2[CH2:18][OH:19])=[CH:4][CH:3]=1.[CH2:20]([NH2:23])[CH2:21][NH2:22], predict the reaction product.